This data is from Reaction yield outcomes from USPTO patents with 853,638 reactions. The task is: Predict the reaction yield, written as a fraction of the theoretical maximum amount of product (1.0 means a 100% yield; for example, 0.34 means a 34% yield). (1) The reactants are C(NC(C)C)(C)C.C([Li])CCC.[Br:13][C:14]1[CH:19]=[CH:18][C:17]([F:20])=[C:16]([CH3:21])[CH:15]=1.CN([CH:25]=[O:26])C. The catalyst is C1COCC1. The product is [Br:13][C:14]1[CH:15]=[C:16]([CH3:21])[C:17]([F:20])=[C:18]([CH:19]=1)[CH:25]=[O:26]. The yield is 0.640. (2) The product is [CH3:24][N:25]([CH3:31])[C@@H:26]1[CH2:30][CH2:29][N:28]([C:2]2[N:7]3[N:8]=[CH:9][CH:10]=[C:6]3[N:5]=[C:4]([NH:11][C:12](=[O:23])[C:13]3[CH:18]=[CH:17][C:16]([C:19]([OH:22])([CH3:21])[CH3:20])=[CH:15][CH:14]=3)[CH:3]=2)[CH2:27]1. The reactants are Cl[C:2]1[N:7]2[N:8]=[CH:9][CH:10]=[C:6]2[N:5]=[C:4]([NH:11][C:12](=[O:23])[C:13]2[CH:18]=[CH:17][C:16]([C:19]([OH:22])([CH3:21])[CH3:20])=[CH:15][CH:14]=2)[CH:3]=1.[CH3:24][N:25]([CH3:31])[C@@H:26]1[CH2:30][CH2:29][NH:28][CH2:27]1. The catalyst is CN1C(=O)CCC1.CS(C)=O.CO. The yield is 0.970. (3) The reactants are O[C:2]1[CH:3]=[C:4]2[C:9](=[CH:10][CH:11]=1)[CH:8]=[C:7]([C:12](=[O:14])[CH3:13])[CH:6]=[CH:5]2.[CH2:15]([NH:17][CH2:18][CH2:19][OH:20])[CH3:16].O. The catalyst is C(OCC)(=O)C. The product is [CH2:15]([N:17]([CH2:18][CH2:19][OH:20])[C:2]1[CH:3]=[C:4]2[C:9](=[CH:10][CH:11]=1)[CH:8]=[C:7]([C:12](=[O:14])[CH3:13])[CH:6]=[CH:5]2)[CH3:16]. The yield is 0.120. (4) The reactants are [N:1]1([C:7]2[CH:12]=[CH:11][CH:10]=[CH:9][C:8]=2/[CH:13]=[CH:14]/[C:15]([O:17]C)=O)[CH2:6][CH2:5][CH2:4][CH2:3][CH2:2]1.[NH2:19][OH:20].[OH-].[Na+].Cl. The catalyst is C1COCC1.CO. The product is [OH:20][NH:19][C:15](=[O:17])/[CH:14]=[CH:13]/[C:8]1[CH:9]=[CH:10][CH:11]=[CH:12][C:7]=1[N:1]1[CH2:6][CH2:5][CH2:4][CH2:3][CH2:2]1. The yield is 0.180. (5) The reactants are [Cl:1][C:2]1[C:3]([N:8]2[CH2:13][CH2:12][N:11]([CH2:14][C:15]3[CH:16]=[N:17][N:18]([CH2:21][CH3:22])[C:19]=3[CH3:20])[CH2:10][CH2:9]2)=[N:4][CH:5]=[CH:6][N:7]=1.C(=O)([O-])[O-].[K+].[K+].[CH3:29][O:30][CH2:31][C:32]1[CH:37]=[CH:36][C:35](B(O)O)=[CH:34][CH:33]=1.O. The catalyst is CN(C)C(=O)C.C1C=CC([P]([Pd]([P](C2C=CC=CC=2)(C2C=CC=CC=2)C2C=CC=CC=2)([P](C2C=CC=CC=2)(C2C=CC=CC=2)C2C=CC=CC=2)[P](C2C=CC=CC=2)(C2C=CC=CC=2)C2C=CC=CC=2)(C2C=CC=CC=2)C2C=CC=CC=2)=CC=1. The product is [ClH:1].[CH2:21]([N:18]1[C:19]([CH3:20])=[C:15]([CH2:14][N:11]2[CH2:12][CH2:13][N:8]([C:3]3[C:2]([C:35]4[CH:36]=[CH:37][C:32]([CH2:31][O:30][CH3:29])=[CH:33][CH:34]=4)=[N:7][CH:6]=[CH:5][N:4]=3)[CH2:9][CH2:10]2)[CH:16]=[N:17]1)[CH3:22]. The yield is 0.670.